The task is: Predict the reactants needed to synthesize the given product.. This data is from Full USPTO retrosynthesis dataset with 1.9M reactions from patents (1976-2016). (1) Given the product [Br:14][C:4]1[CH:9]=[CH:8][C:7]([NH:10][C:11]([NH2:13])=[S:12])=[CH:6][CH:5]=1, predict the reactants needed to synthesize it. The reactants are: C(O[C:4]1[CH:9]=[CH:8][C:7]([NH:10][C:11]([NH2:13])=[S:12])=[CH:6][CH:5]=1)C.[Br:14]C1C=CC(N)=CC=1. (2) Given the product [Cl:14][C:15]1[CH:22]=[C:21]([Cl:23])[CH:20]=[CH:19][C:16]=1[CH2:17][NH:18][C:9]([C:8]1[C:4]([O:3][CH2:1][CH3:2])=[N:5][NH:6][CH:7]=1)=[O:11], predict the reactants needed to synthesize it. The reactants are: [CH2:1]([O:3][C:4]1[C:8]([C:9]([O:11]CC)=O)=[CH:7][NH:6][N:5]=1)[CH3:2].[Cl:14][C:15]1[CH:22]=[C:21]([Cl:23])[CH:20]=[CH:19][C:16]=1[CH2:17][NH2:18]. (3) Given the product [N+:8]([C:3]1[CH:4]=[N:5][CH:6]=[CH:7][C:2]=1[NH:11][C:12]1[CH:13]=[CH:14][C:15]([NH:18][C:19](=[O:25])[O:20][C:21]([CH3:23])([CH3:22])[CH3:24])=[CH:16][CH:17]=1)([O-:10])=[O:9], predict the reactants needed to synthesize it. The reactants are: Cl[C:2]1[CH:7]=[CH:6][N:5]=[CH:4][C:3]=1[N+:8]([O-:10])=[O:9].[NH2:11][C:12]1[CH:17]=[CH:16][C:15]([NH:18][C:19](=[O:25])[O:20][C:21]([CH3:24])([CH3:23])[CH3:22])=[CH:14][CH:13]=1. (4) Given the product [C:13]1([CH3:23])[CH:18]=[CH:17][C:16]([S:19]([O:1][CH:2]2[CH2:3][N:4]([C:6]([O:8][C:9]([CH3:12])([CH3:11])[CH3:10])=[O:7])[CH2:5]2)(=[O:21])=[O:20])=[CH:15][CH:14]=1, predict the reactants needed to synthesize it. The reactants are: [OH:1][CH:2]1[CH2:5][N:4]([C:6]([O:8][C:9]([CH3:12])([CH3:11])[CH3:10])=[O:7])[CH2:3]1.[C:13]1([CH3:23])[CH:18]=[CH:17][C:16]([S:19](Cl)(=[O:21])=[O:20])=[CH:15][CH:14]=1.